Task: Predict which catalyst facilitates the given reaction.. Dataset: Catalyst prediction with 721,799 reactions and 888 catalyst types from USPTO (1) Product: [CH3:21][O:20][C:17]1[CH:18]=[CH:19][C:13]2[CH:12]=[C:11]([CH2:9][OH:8])[S:15][C:14]=2[CH:16]=1. Reactant: O1CCCC1.C([O:8][C:9]([C:11]1[S:15][C:14]2[CH:16]=[C:17]([O:20][CH3:21])[CH:18]=[CH:19][C:13]=2[CH:12]=1)=O)C.[H-].[Al+3].[Li+].[H-].[H-].[H-].O. The catalyst class is: 13. (2) Reactant: [NH2:1][C:2]1[CH:7]=[CH:6][C:5]([Br:8])=[CH:4][N:3]=1.S(=O)(=O)(O)O.O.[I:15](O)(=O)(=O)=O.II.[OH-].[Na+]. Product: [NH2:1][C:2]1[C:7]([I:15])=[CH:6][C:5]([Br:8])=[CH:4][N:3]=1. The catalyst class is: 211. (3) Reactant: [N:1]1[CH:6]=[CH:5][C:4]([C:7]2[C:8]([C:12]3[CH:13]=[C:14]([NH2:18])[CH:15]=[CH:16][CH:17]=3)=[N:9][NH:10][CH:11]=2)=[CH:3][CH:2]=1.[F:19][C:20]([F:31])([F:30])[C:21]1[CH:26]=[CH:25][C:24]([N:27]=[C:28]=[O:29])=[CH:23][CH:22]=1.C(N(CC)CC)C. Product: [N:1]1[CH:2]=[CH:3][C:4]([C:7]2[C:8]([C:12]3[CH:13]=[C:14]([NH:18][C:28]([NH:27][C:24]4[CH:23]=[CH:22][C:21]([C:20]([F:19])([F:30])[F:31])=[CH:26][CH:25]=4)=[O:29])[CH:15]=[CH:16][CH:17]=3)=[N:9][NH:10][CH:11]=2)=[CH:5][CH:6]=1. The catalyst class is: 17. (4) Reactant: [NH2:1][C:2]1[CH:9]=[CH:8][C:7]([I:10])=[CH:6][C:3]=1[C:4]#[N:5].[CH3:11][N:12]([CH:14](OC)OC)[CH3:13]. Product: [C:4]([C:3]1[CH:6]=[C:7]([I:10])[CH:8]=[CH:9][C:2]=1[N:1]=[CH:11][N:12]([CH3:14])[CH3:13])#[N:5]. The catalyst class is: 6. (5) Reactant: [Li]CCCC.C1CCCCC1.[CH2:12]1[C:20]2[C:15](=[CH:16][CH:17]=[CH:18][CH:19]=2)[CH2:14][O:13]1.[CH2:21]([O:23][C:24](Cl)=[O:25])[CH3:22]. Product: [CH2:21]([O:23][C:24]([CH:12]1[C:20]2[C:15](=[CH:16][CH:17]=[CH:18][CH:19]=2)[CH2:14][O:13]1)=[O:25])[CH3:22]. The catalyst class is: 1.